From a dataset of Peptide-MHC class I binding affinity with 185,985 pairs from IEDB/IMGT. Regression. Given a peptide amino acid sequence and an MHC pseudo amino acid sequence, predict their binding affinity value. This is MHC class I binding data. (1) The peptide sequence is YTFLYNFWT. The MHC is HLA-A02:01 with pseudo-sequence HLA-A02:01. The binding affinity (normalized) is 0.549. (2) The peptide sequence is ALKEAIEMV. The MHC is HLA-A02:19 with pseudo-sequence HLA-A02:19. The binding affinity (normalized) is 0.820. (3) The peptide sequence is NSSAVVDNK. The MHC is HLA-A11:01 with pseudo-sequence HLA-A11:01. The binding affinity (normalized) is 0.513.